From a dataset of Forward reaction prediction with 1.9M reactions from USPTO patents (1976-2016). Predict the product of the given reaction. (1) Given the reactants [NH2:1][C@@H:2]([CH2:5][CH:6]([CH3:8])[CH3:7])[CH2:3][OH:4].[C:9]([O:13][C:14](O[C:14]([O:13][C:9]([CH3:12])([CH3:11])[CH3:10])=[O:15])=[O:15])([CH3:12])([CH3:11])[CH3:10], predict the reaction product. The product is: [C:9]([O:13][C:14]([NH:1][C@@H:2]([CH2:5][CH:6]([CH3:8])[CH3:7])[CH2:3][OH:4])=[O:15])([CH3:12])([CH3:11])[CH3:10]. (2) Given the reactants [CH:1]1([CH2:7][CH2:8][CH2:9][C@@H:10]([C:15]2[O:19][N:18]=[C:17]([C:20]([N:22]([CH2:24][C:25]([O:27][CH3:28])=[O:26])[CH3:23])=[O:21])[N:16]=2)[CH2:11][C:12](O)=[O:13])[CH2:6][CH2:5][CH2:4][CH2:3][CH2:2]1.CN1CCOCC1.ClC(OCC(C)C)=O.C[Si](C)(C)[O:46][NH2:47], predict the reaction product. The product is: [CH:1]1([CH2:7][CH2:8][CH2:9][C@@H:10]([C:15]2[O:19][N:18]=[C:17]([C:20]([N:22]([CH3:23])[CH2:24][C:25]([O:27][CH3:28])=[O:26])=[O:21])[N:16]=2)[CH2:11][C:12]([NH:47][OH:46])=[O:13])[CH2:6][CH2:5][CH2:4][CH2:3][CH2:2]1. (3) Given the reactants Br[C:2]1[CH:11]=[CH:10][C:5]([C:6]([O:8][CH3:9])=[O:7])=[C:4]([O:12][CH3:13])[CH:3]=1.[CH3:14][C:15]1([CH3:31])[C:19]([CH3:21])([CH3:20])[O:18][B:17]([B:17]2[O:18][C:19]([CH3:21])([CH3:20])[C:15]([CH3:31])([CH3:14])[O:16]2)[O:16]1.C([O-])(=O)C.[K+], predict the reaction product. The product is: [CH3:13][O:12][C:4]1[CH:3]=[C:2]([B:17]2[O:18][C:19]([CH3:21])([CH3:20])[C:15]([CH3:31])([CH3:14])[O:16]2)[CH:11]=[CH:10][C:5]=1[C:6]([O:8][CH3:9])=[O:7]. (4) Given the reactants [C:1]([C:5]1[CH:6]=[C:7]2[C:12](=[C:13]([F:15])[CH:14]=1)[C:11](=[O:16])[N:10]([C:17]1[C:18]([CH2:41][OH:42])=[C:19]([N:23]3[C:27]4=[N:28][C:29]([C:32]5[CH:37]=[CH:36][CH:35]=[CH:34][C:33]=5[F:38])=[CH:30][CH:31]=[C:26]4[C:25]([C:39]#[N:40])=[CH:24]3)[CH:20]=[CH:21][CH:22]=1)[N:9]=[CH:8]2)([CH3:4])([CH3:3])[CH3:2].C([OH:45])C, predict the reaction product. The product is: [C:1]([C:5]1[CH:6]=[C:7]2[C:12](=[C:13]([F:15])[CH:14]=1)[C:11](=[O:16])[N:10]([C:17]1[C:18]([CH2:41][OH:42])=[C:19]([N:23]3[C:27]4=[N:28][C:29]([C:32]5[CH:37]=[CH:36][CH:35]=[CH:34][C:33]=5[F:38])=[CH:30][CH:31]=[C:26]4[C:25]([C:39]([NH2:40])=[O:45])=[CH:24]3)[CH:20]=[CH:21][CH:22]=1)[N:9]=[CH:8]2)([CH3:4])([CH3:2])[CH3:3]. (5) Given the reactants [NH2:1][C:2]1[C:7]([O:8][C:9]2[CH:14]=[CH:13][CH:12]=[CH:11][CH:10]=2)=[C:6]([Br:15])[CH:5]=[CH:4][C:3]=1[OH:16].[CH:17]([O-])([O-])OCC, predict the reaction product. The product is: [Br:15][C:6]1[CH:5]=[CH:4][C:3]2[O:16][CH:17]=[N:1][C:2]=2[C:7]=1[O:8][C:9]1[CH:14]=[CH:13][CH:12]=[CH:11][CH:10]=1. (6) Given the reactants [Br:1][CH2:2][C:3]([NH:5][C:6]1[CH:10]=[CH:9][O:8][N:7]=1)=[O:4].[CH3:11][N:12]1[CH2:16][CH2:15][CH2:14][C@@H:13]1[CH2:17][OH:18], predict the reaction product. The product is: [Br-:1].[OH:18][CH2:17][C@H:13]1[CH2:14][CH2:15][CH2:16][N+:12]1([CH2:2][C:3](=[O:4])[NH:5][C:6]1[CH:10]=[CH:9][O:8][N:7]=1)[CH3:11]. (7) Given the reactants [Cl:1][C:2]1[C:7]([C:8]2[CH:9]=[N:10][C:11]3[NH:12][CH2:13][CH2:14][CH2:15][C:16]=3[CH:17]=2)=[CH:6][N:5]=[CH:4][C:3]=1[CH2:18][O:19][CH:20]1[CH2:25][CH2:24][N:23]([C:26](=[O:28])[CH3:27])[CH2:22][CH2:21]1.N1C=CC=CC=1.[C:35](Cl)(=[O:37])[CH3:36].C([O-])(O)=O.[Na+], predict the reaction product. The product is: [C:35]([N:12]1[C:11]2[N:10]=[CH:9][C:8]([C:7]3[C:2]([Cl:1])=[C:3]([CH2:18][O:19][CH:20]4[CH2:25][CH2:24][N:23]([C:26](=[O:28])[CH3:27])[CH2:22][CH2:21]4)[CH:4]=[N:5][CH:6]=3)=[CH:17][C:16]=2[CH2:15][CH2:14][CH2:13]1)(=[O:37])[CH3:36]. (8) Given the reactants [NH2:1][CH2:2][C@@H:3]([F:8])[C:4]([CH3:7])([OH:6])[CH3:5].[Cl:9][C:10]1[CH:18]=[C:17]([NH:19][C@H:20]2[CH2:25][CH2:24][CH2:23][CH:22]([F:26])[CH2:21]2)[C:13]([C:14](O)=[O:15])=[CH:12][N:11]=1, predict the reaction product. The product is: [Cl:9][C:10]1[CH:18]=[C:17]([NH:19][C@H:20]2[CH2:25][CH2:24][CH2:23][CH:22]([F:26])[CH2:21]2)[C:13]([C:14]([NH:1][CH2:2][CH:3]([F:8])[C:4]([OH:6])([CH3:7])[CH3:5])=[O:15])=[CH:12][N:11]=1. (9) Given the reactants C1(O)C=CC=CC=1.[Br:8][C:9]1[CH:10]=[N:11][N:12]2[CH:17]=[C:16]([C:18]3[CH:23]=[CH:22][C:21]([O:24][CH2:25][CH2:26][N:27]4[CH2:32]CCC[CH2:28]4)=[CH:20][CH:19]=3)[CH:15]=[N:14][C:13]=12.C([O-])([O-])=O.[Cs+].[Cs+].[Na+].[I-], predict the reaction product. The product is: [Br:8][C:9]1[CH:10]=[N:11][N:12]2[CH:17]=[C:16]([C:18]3[CH:23]=[CH:22][C:21]([O:24][CH2:25][CH2:26][N:27]([CH3:32])[CH3:28])=[CH:20][CH:19]=3)[CH:15]=[N:14][C:13]=12. (10) Given the reactants C(OC([N:11]1[CH2:15][C:14](=[CH2:16])[N:13]=[C:12]1[NH:17][CH2:18][C:19]1[CH:24]=[CH:23][CH:22]=[CH:21][C:20]=1[Cl:25])=O)C1C=CC=CC=1.[N:26]1[C:35]2[C:30](=[N:31][C:32](C=O)=[CH:33][CH:34]=2)[CH:29]=[CH:28][CH:27]=1.N1CCCCC1.CC([OH:47])C, predict the reaction product. The product is: [Cl:25][C:20]1[CH:21]=[CH:22][CH:23]=[CH:24][C:19]=1[CH2:18][NH:17][C:12]1[NH:13][C:14](=[CH:16][C:32]2[CH:33]=[CH:34][C:35]3[C:30](=[CH:29][CH:28]=[CH:27][N:26]=3)[N:31]=2)[C:15](=[O:47])[N:11]=1.